This data is from Blood-brain barrier penetration binary classification data from Martins et al.. The task is: Regression/Classification. Given a drug SMILES string, predict its absorption, distribution, metabolism, or excretion properties. Task type varies by dataset: regression for continuous measurements (e.g., permeability, clearance, half-life) or binary classification for categorical outcomes (e.g., BBB penetration, CYP inhibition). Dataset: bbb_martins. (1) The drug is CC(Cc1ccccc1)NO. The result is 0 (does not penetrate BBB). (2) The compound is CN(C(=O)Cc1ccccc1N)[C@@H](CN1CC[C@@H](O)C1)c1ccccc1. The result is 0 (does not penetrate BBB). (3) The compound is CC(C)C(=O)OCc1cccc(OC(=O)[C@@H]2N3C(=O)[C@@H](NC(=O)Cc4ccccc4)[C@H]3SC2(C)C)c1. The result is 0 (does not penetrate BBB). (4) The compound is CCC1(CCC(C)C)C(=O)NC(=O)NC1=O. The result is 1 (penetrates BBB).